This data is from Catalyst prediction with 721,799 reactions and 888 catalyst types from USPTO. The task is: Predict which catalyst facilitates the given reaction. Reactant: [N:1]1[CH:6]=[CH:5][N:4]=[CH:3][C:2]=1[C:7](O)=O.Cl.CN(C)CCCN=C=NCC.N1C=CC=CC=1.[N:28]1[CH:33]=[CH:32][CH:31]=[C:30]([O:34][C:35]2[CH:36]=[C:37]([NH2:49])[C:38]([NH2:48])=[CH:39][C:40]=2[O:41][C:42]2[CH:43]=[N:44][CH:45]=[CH:46][CH:47]=2)[CH:29]=1. Product: [N:1]1[CH:6]=[CH:5][N:4]=[CH:3][C:2]=1[C:7]1[NH:49][C:37]2[CH:36]=[C:35]([O:34][C:30]3[CH:29]=[N:28][CH:33]=[CH:32][CH:31]=3)[C:40]([O:41][C:42]3[CH:43]=[N:44][CH:45]=[CH:46][CH:47]=3)=[CH:39][C:38]=2[N:48]=1. The catalyst class is: 13.